From a dataset of Forward reaction prediction with 1.9M reactions from USPTO patents (1976-2016). Predict the product of the given reaction. Given the reactants C[O:2][C:3](=[O:12])[CH2:4][S:5][C:6]1[CH:11]=[CH:10][CH:9]=[CH:8][N:7]=1.[OH-].[Na+], predict the reaction product. The product is: [N:7]1[CH:8]=[CH:9][CH:10]=[CH:11][C:6]=1[S:5][CH2:4][C:3]([OH:12])=[O:2].